From a dataset of Experimentally validated miRNA-target interactions with 360,000+ pairs, plus equal number of negative samples. Binary Classification. Given a miRNA mature sequence and a target amino acid sequence, predict their likelihood of interaction. (1) The miRNA is hsa-miR-8089 with sequence CCUGGGGACAGGGGAUUGGGGCAG. The protein sequence of the target gene is MAPTLLQKLFNKRGGGAASAQARPPKEEPAFSWSCSEFGLSDIRLLVYQDCERRGRQVMFDSRAVQKMEEAAAQKAEDVPIKMSARCCQESSSSSGSSSSGSSSSHGFGGSLQHAKQQLPKYQYTRPASDVSMLGEMMFGSVAMSYKGSTLKIHYIRSPPQLMISKVFSATMGSFCGSTNNLQDSFEYINQDPQAGKLNTNQYNLGPFRTGSNLAHSTPVDMPSRGQNEDRDSGIARSASLSSLLITPFPSPSSSTSSSSSYQRRWLRSQTTSLENGIFPRRSTDETFSLAEETCSSNPA.... Result: 0 (no interaction). (2) The miRNA is hsa-miR-4780 with sequence ACCCUUGAGCCUGAUCCCUAGC. The protein sequence of the target gene is MSNLKPDGEHGGSTGTGSGAGSGGALEEEVRTLFVSGLPVDIKPRELYLLFRPFKGYEGSLIKLTARQPVGFVIFDSRAGAEAAKNALNGIRFDPENPQTLRLEFAKANTKMAKSKLMATPNPSNVHPALGAHFIARDPYDLMGAALIPASPEAWAPYPLYTTELTPAISHAAFTYPTATAAAAALHAQVRWYPSSDTTQQGWKYRQFC. Result: 0 (no interaction). (3) The miRNA is rno-miR-185-5p with sequence UGGAGAGAAAGGCAGUUCCUGA. The protein sequence of the target gene is MAENHCELLPPAPSGLGAGLGGGLCRRCSAGMGALAQRPGGVSKWVRLNVGGTYFLTTRQTLCRDPKSFLYRLCQADPDLDSDKDETGAYLIDRDPTYFGPVLNYLRHGKLVINKDLAEEGVLEEAEFYNITSLIKLVKDKIRERDSRISQMPVKHVYRVLQCQEEELTQMVSTMSDGWKFEQLVSIGSSYNYGNEDQAEFLCVVSKELHNTPYGTTSEPSEKAKILQERGSRM. Result: 0 (no interaction). (4) The miRNA is hsa-miR-873-3p with sequence GGAGACUGAUGAGUUCCCGGGA. The protein sequence of the target gene is MASRERLFELWMLYCTKKDPDYLKLWLDTFVSSYEQFLDVDFEKLPTRVDDMPPGISLLPDNILQVLRIQLLQCVQKMADGLEEQQQALSILLVKFFIILCRNLSNVEEIGTCSYINYVITMTTLYIQQLKSKKKEKEMADQTCIEEFVIHALAFCESLYDPYRNWRHRISGRILSTVEKSRQKYKPASLTVEFVPFFYQCFQESEHLKESLKCCLLHLFGAIVAGGQRNALQAISPATMEVLMRVLADCDSWEDGDPEEVGRKAELTLKCLTEVVHILLSSNSDQRQVETSTILENYFK.... Result: 1 (interaction).